From a dataset of NCI-60 drug combinations with 297,098 pairs across 59 cell lines. Regression. Given two drug SMILES strings and cell line genomic features, predict the synergy score measuring deviation from expected non-interaction effect. (1) Drug 1: CC(C1=C(C=CC(=C1Cl)F)Cl)OC2=C(N=CC(=C2)C3=CN(N=C3)C4CCNCC4)N. Drug 2: C1=CC=C(C(=C1)C(C2=CC=C(C=C2)Cl)C(Cl)Cl)Cl. Cell line: OVCAR-4. Synergy scores: CSS=5.64, Synergy_ZIP=1.07, Synergy_Bliss=3.34, Synergy_Loewe=3.04, Synergy_HSA=2.67. (2) Drug 1: C1=NC2=C(N1)C(=S)N=C(N2)N. Drug 2: C1CC(C1)(C(=O)O)C(=O)O.[NH2-].[NH2-].[Pt+2]. Cell line: NCI-H522. Synergy scores: CSS=27.5, Synergy_ZIP=-14.5, Synergy_Bliss=-9.29, Synergy_Loewe=-9.15, Synergy_HSA=-5.95.